Dataset: Catalyst prediction with 721,799 reactions and 888 catalyst types from USPTO. Task: Predict which catalyst facilitates the given reaction. (1) Reactant: C(OC(=O)[NH:7][CH:8]1[CH2:13][CH2:12][N:11]([C:14]([C:16]2[C:24]3[C:19](=[CH:20][C:21]([Cl:25])=[CH:22][CH:23]=3)[NH:18][CH:17]=2)=[O:15])[CH2:10][CH2:9]1)(C)(C)C.C(O)(C(F)(F)F)=O.C([O-])(O)=O.[Na+]. Product: [NH2:7][CH:8]1[CH2:13][CH2:12][N:11]([C:14]([C:16]2[C:24]3[C:19](=[CH:20][C:21]([Cl:25])=[CH:22][CH:23]=3)[NH:18][CH:17]=2)=[O:15])[CH2:10][CH2:9]1. The catalyst class is: 2. (2) Reactant: [F:1][C:2]1[CH:31]=[CH:30][CH:29]=[C:28]([F:32])[C:3]=1[CH2:4][O:5][C:6]1[CH:7]=[CH:8][C:9]([CH3:27])=[C:10]([N:12]2[CH2:21][C:20]3[C:15](=[CH:16][C:17]([C:22](=[N:24][OH:25])[NH2:23])=[CH:18][CH:19]=3)[NH:14][C:13]2=[O:26])[CH:11]=1.C1CCN2C(=NCCC2)CC1.C1N=CN([C:49](N2C=NC=C2)=[O:50])C=1.Cl. Product: [F:1][C:2]1[CH:31]=[CH:30][CH:29]=[C:28]([F:32])[C:3]=1[CH2:4][O:5][C:6]1[CH:7]=[CH:8][C:9]([CH3:27])=[C:10]([N:12]2[CH2:21][C:20]3[C:15](=[CH:16][C:17]([C:22]4[NH:23][C:49](=[O:50])[O:25][N:24]=4)=[CH:18][CH:19]=3)[NH:14][C:13]2=[O:26])[CH:11]=1. The catalyst class is: 1. (3) Reactant: Br[C:2]1[CH:3]=[C:4]2[C:8](=[CH:9][CH:10]=1)[CH2:7][N:6]([C:11]([C:24]1[CH:29]=[CH:28][CH:27]=[CH:26][CH:25]=1)([C:18]1[CH:23]=[CH:22][CH:21]=[CH:20][CH:19]=1)[C:12]1[CH:17]=[CH:16][CH:15]=[CH:14][CH:13]=1)[CH2:5]2.C([Li])CCC.[CH3:35][N:36]1[CH2:41][CH2:40][C:39](=[O:42])[CH2:38][CH2:37]1. Product: [CH3:35][N:36]1[CH2:41][CH2:40][C:39]([C:2]2[CH:3]=[C:4]3[C:8](=[CH:9][CH:10]=2)[CH2:7][N:6]([C:11]([C:24]2[CH:29]=[CH:28][CH:27]=[CH:26][CH:25]=2)([C:18]2[CH:19]=[CH:20][CH:21]=[CH:22][CH:23]=2)[C:12]2[CH:17]=[CH:16][CH:15]=[CH:14][CH:13]=2)[CH2:5]3)([OH:42])[CH2:38][CH2:37]1. The catalyst class is: 1. (4) Reactant: [Cl:1][C:2]1[CH:3]=[C:4](/[C:12](=[N:16]\[O:17][CH:18]2[CH2:23][CH2:22][CH2:21][CH2:20][CH2:19]2)/[C:13]([OH:15])=O)[CH:5]=[CH:6][C:7]=1[S:8]([CH3:11])(=[O:10])=[O:9].C(N(CC)C(C)C)(C)C.[CH3:33][N:34]1[CH:38]=[CH:37][C:36]([NH2:39])=[N:35]1. Product: [Cl:1][C:2]1[CH:3]=[C:4](/[C:12](=[N:16]\[O:17][CH:18]2[CH2:19][CH2:20][CH2:21][CH2:22][CH2:23]2)/[C:13]([NH:39][C:36]2[CH:37]=[CH:38][N:34]([CH3:33])[N:35]=2)=[O:15])[CH:5]=[CH:6][C:7]=1[S:8]([CH3:11])(=[O:9])=[O:10]. The catalyst class is: 2. (5) Product: [C:12]([C:10]1[CH:9]=[N:8][N:7]([CH2:6][O:5][CH2:4][CH2:3][Si:2]([CH3:18])([CH3:1])[CH3:19])[CH:11]=1)#[CH:13]. The catalyst class is: 13. Reactant: [CH3:1][Si:2]([CH3:19])([CH3:18])[CH2:3][CH2:4][O:5][CH2:6][N:7]1[CH:11]=[C:10]([C:12]#[C:13][Si](C)(C)C)[CH:9]=[N:8]1.O1CCCC1.CCCC[N+](CCCC)(CCCC)CCCC.[F-]. (6) Reactant: [CH3:1][O:2][C:3](=[O:28])[CH:4]([N:11]1[C:16](=[O:17])[C:15](Cl)=[C:14]([O:19][C:20]2[N:25]=[C:24]([CH3:26])[CH:23]=[C:22]([CH3:27])[N:21]=2)[CH:13]=[N:12]1)[CH2:5][CH:6]1[CH2:10][CH2:9][CH2:8][CH2:7]1.C([O-])=O.[NH4+]. Product: [CH3:1][O:2][C:3](=[O:28])[CH:4]([N:11]1[C:16](=[O:17])[CH:15]=[C:14]([O:19][C:20]2[N:25]=[C:24]([CH3:26])[CH:23]=[C:22]([CH3:27])[N:21]=2)[CH:13]=[N:12]1)[CH2:5][CH:6]1[CH2:10][CH2:9][CH2:8][CH2:7]1. The catalyst class is: 29. (7) Reactant: [Cl:1][C:2]1[CH:7]=[CH:6][C:5]([NH:8][NH2:9])=[C:4]([CH3:10])[CH:3]=1.[C:11]([O:16][CH2:17][CH3:18])(=[O:15])[C:12]([CH3:14])=O.C([O-])(O)=O.[Na+]. Product: [CH2:17]([O:16][C:11](=[O:15])[C:12](=[N:9][NH:8][C:5]1[CH:6]=[CH:7][C:2]([Cl:1])=[CH:3][C:4]=1[CH3:10])[CH3:14])[CH3:18]. The catalyst class is: 15.